Predict the reactants needed to synthesize the given product. From a dataset of Full USPTO retrosynthesis dataset with 1.9M reactions from patents (1976-2016). (1) Given the product [C:15]([C@H:16]([OH:42])[CH2:17][N:18]([CH2:28][C:29]1[CH:30]=[CH:31][C:32]([C:35]2[CH:40]=[CH:39][CH:38]=[C:37]([Cl:41])[CH:36]=2)=[CH:33][CH:34]=1)[NH:19][C:20]([C:22]1[O:26][N:25]=[C:24]([O:27][CH2:7][O:6][C:1](=[O:5])[CH2:2][CH2:3][CH3:4])[CH:23]=1)=[O:21])([OH:43])=[O:14], predict the reactants needed to synthesize it. The reactants are: [C:1]([O:6][CH2:7]Cl)(=[O:5])[CH2:2][CH2:3][CH3:4].[Na+].[I-].O=C(C1C=CC=CC=1)C[O:14][C:15](=[O:43])[C@H:16]([OH:42])[CH2:17][N:18]([CH2:28][C:29]1[CH:34]=[CH:33][C:32]([C:35]2[CH:40]=[CH:39][CH:38]=[C:37]([Cl:41])[CH:36]=2)=[CH:31][CH:30]=1)[NH:19][C:20]([C:22]1[O:26][N:25]=[C:24]([OH:27])[CH:23]=1)=[O:21].CCN(CC)CC.CC(O)=O. (2) Given the product [Li+:36].[NH2:31][C:30]1[N:26]([CH2:25][CH2:24][C:20]2[CH:19]=[C:18]([C:13]3[CH:14]=[CH:15][C:16](=[O:17])[N:11]([CH2:10][C:6]4[CH:5]=[C:4]([CH:9]=[CH:8][CH:7]=4)[C:3]([O-:33])=[O:2])[N:12]=3)[CH:23]=[CH:22][CH:21]=2)[N:27]=[C:28]([CH3:32])[CH:29]=1, predict the reactants needed to synthesize it. The reactants are: C[O:2][C:3](=[O:33])[C:4]1[CH:9]=[CH:8][CH:7]=[C:6]([CH2:10][N:11]2[C:16](=[O:17])[CH:15]=[CH:14][C:13]([C:18]3[CH:23]=[CH:22][CH:21]=[C:20]([CH2:24][CH2:25][N:26]4[C:30]([NH2:31])=[CH:29][C:28]([CH3:32])=[N:27]4)[CH:19]=3)=[N:12]2)[CH:5]=1.O.[OH-].[Li+:36].O. (3) The reactants are: [C:1]([O:5][C:6](=[O:14])[NH:7][CH:8]1[CH2:13][CH2:12][NH:11][CH2:10][CH2:9]1)([CH3:4])([CH3:3])[CH3:2].C(O)(=O)C.C(O[C:22]1(O[Si](C)(C)C)[CH2:24][CH2:23]1)C. Given the product [C:1]([O:5][C:6](=[O:14])[NH:7][CH:8]1[CH2:13][CH2:12][N:11]([CH:22]2[CH2:24][CH2:23]2)[CH2:10][CH2:9]1)([CH3:4])([CH3:2])[CH3:3], predict the reactants needed to synthesize it.